Dataset: NCI-60 drug combinations with 297,098 pairs across 59 cell lines. Task: Regression. Given two drug SMILES strings and cell line genomic features, predict the synergy score measuring deviation from expected non-interaction effect. (1) Drug 1: CCCS(=O)(=O)NC1=C(C(=C(C=C1)F)C(=O)C2=CNC3=C2C=C(C=N3)C4=CC=C(C=C4)Cl)F. Drug 2: CC1=C(C(=CC=C1)Cl)NC(=O)C2=CN=C(S2)NC3=CC(=NC(=N3)C)N4CCN(CC4)CCO. Cell line: CAKI-1. Synergy scores: CSS=70.3, Synergy_ZIP=32.3, Synergy_Bliss=31.8, Synergy_Loewe=10.6, Synergy_HSA=33.6. (2) Drug 1: CC1C(C(CC(O1)OC2CC(CC3=C2C(=C4C(=C3O)C(=O)C5=C(C4=O)C(=CC=C5)OC)O)(C(=O)C)O)N)O.Cl. Drug 2: CC1=CC=C(C=C1)C2=CC(=NN2C3=CC=C(C=C3)S(=O)(=O)N)C(F)(F)F. Cell line: MDA-MB-435. Synergy scores: CSS=19.9, Synergy_ZIP=2.35, Synergy_Bliss=11.1, Synergy_Loewe=1.08, Synergy_HSA=7.30. (3) Drug 1: C1CN1P(=S)(N2CC2)N3CC3. Drug 2: CCN(CC)CCCC(C)NC1=C2C=C(C=CC2=NC3=C1C=CC(=C3)Cl)OC. Cell line: MOLT-4. Synergy scores: CSS=77.8, Synergy_ZIP=-0.917, Synergy_Bliss=-0.605, Synergy_Loewe=-2.75, Synergy_HSA=-0.128. (4) Drug 1: COC1=C(C=C2C(=C1)N=CN=C2NC3=CC(=C(C=C3)F)Cl)OCCCN4CCOCC4. Drug 2: C(CN)CNCCSP(=O)(O)O. Cell line: NCI-H522. Synergy scores: CSS=25.6, Synergy_ZIP=-6.49, Synergy_Bliss=-6.10, Synergy_Loewe=-29.5, Synergy_HSA=-6.59. (5) Drug 1: CCC1(C2=C(COC1=O)C(=O)N3CC4=CC5=C(C=CC(=C5CN(C)C)O)N=C4C3=C2)O.Cl. Drug 2: N.N.Cl[Pt+2]Cl. Cell line: UACC-257. Synergy scores: CSS=35.2, Synergy_ZIP=-10.2, Synergy_Bliss=-3.34, Synergy_Loewe=-2.32, Synergy_HSA=-0.464. (6) Drug 1: CC(C1=C(C=CC(=C1Cl)F)Cl)OC2=C(N=CC(=C2)C3=CN(N=C3)C4CCNCC4)N. Drug 2: CN(C)N=NC1=C(NC=N1)C(=O)N. Cell line: NCI-H460. Synergy scores: CSS=14.7, Synergy_ZIP=0.385, Synergy_Bliss=3.82, Synergy_Loewe=1.53, Synergy_HSA=3.88. (7) Drug 1: CN(C(=O)NC(C=O)C(C(C(CO)O)O)O)N=O. Drug 2: CC(C)NC(=O)C1=CC=C(C=C1)CNNC.Cl. Cell line: OVCAR3. Synergy scores: CSS=1.87, Synergy_ZIP=-1.63, Synergy_Bliss=-3.51, Synergy_Loewe=-2.93, Synergy_HSA=-4.91. (8) Drug 1: C1=CC(=CC=C1CCC2=CNC3=C2C(=O)NC(=N3)N)C(=O)NC(CCC(=O)O)C(=O)O. Drug 2: C1CC(=O)NC(=O)C1N2C(=O)C3=CC=CC=C3C2=O. Cell line: SNB-75. Synergy scores: CSS=12.4, Synergy_ZIP=-0.116, Synergy_Bliss=-1.76, Synergy_Loewe=-12.1, Synergy_HSA=-1.92.